The task is: Predict the product of the given reaction.. This data is from Forward reaction prediction with 1.9M reactions from USPTO patents (1976-2016). The product is: [Cl:18][C:16]1[N:15]=[C:14]([S:19][CH3:20])[N:13]=[C:12]([NH:21][C:22]2[CH:34]=[CH:33][C:25]([C:26]([O:28][C:29]([CH3:30])([CH3:31])[CH3:32])=[O:27])=[CH:24][CH:23]=2)[CH:17]=1. Given the reactants C[Si]([N-][Si](C)(C)C)(C)C.[Na+].Cl[C:12]1[CH:17]=[C:16]([Cl:18])[N:15]=[C:14]([S:19][CH3:20])[N:13]=1.[NH2:21][C:22]1[CH:34]=[CH:33][C:25]([C:26]([O:28][C:29]([CH3:32])([CH3:31])[CH3:30])=[O:27])=[CH:24][CH:23]=1, predict the reaction product.